This data is from CYP2C19 inhibition data for predicting drug metabolism from PubChem BioAssay. The task is: Regression/Classification. Given a drug SMILES string, predict its absorption, distribution, metabolism, or excretion properties. Task type varies by dataset: regression for continuous measurements (e.g., permeability, clearance, half-life) or binary classification for categorical outcomes (e.g., BBB penetration, CYP inhibition). Dataset: cyp2c19_veith. (1) The drug is CN(C(=O)c1c(O)c2ccccc2n(C)c1=O)c1ccccc1. The result is 0 (non-inhibitor). (2) The compound is N#CC1=C(N)OC2=C(C(=O)CCC2)C12CCC1(CC2)OCCO1. The result is 0 (non-inhibitor). (3) The compound is CCCN1CCN(CCCNC(=O)Cn2nc(-c3ccc(C)cc3)ccc2=O)CC1. The result is 0 (non-inhibitor). (4) The drug is O=C(Nc1cccc(F)c1)N1CCC2(CC1)CCN(C(=O)c1cnccn1)CC2. The result is 0 (non-inhibitor). (5) The result is 1 (inhibitor). The molecule is COc1cccc(Cn2c(=O)cnc3cnc(OCc4ccccc4)nc32)c1. (6) The compound is CCS(=O)(=O)c1ccc2c(c1)N(S(=O)(=O)c1ccccc1)CC(C(=O)O)O2. The result is 0 (non-inhibitor).